From a dataset of Catalyst prediction with 721,799 reactions and 888 catalyst types from USPTO. Predict which catalyst facilitates the given reaction. (1) Reactant: [CH2:1]([C:3]1[CH:8]=[C:7]([CH2:9][OH:10])[CH:6]=[CH:5][N:4]=1)[CH3:2].C(N(CC)CC)C.[CH3:18][S:19](Cl)(=[O:21])=[O:20]. Product: [CH2:1]([C:3]1[CH:8]=[C:7]([CH2:9][O:10][S:19]([CH3:18])(=[O:21])=[O:20])[CH:6]=[CH:5][N:4]=1)[CH3:2]. The catalyst class is: 4. (2) The catalyst class is: 24. Reactant: [OH-].[Na+].C([O:5][C:6](=[O:45])[CH2:7][C:8]1[CH:9]=[N:10][CH:11]=[C:12]([C:14]2[CH:19]=[CH:18][C:17]([C:20]([CH2:42][CH3:43])([C:23]3[CH:28]=[CH:27][C:26](/[CH:29]=[CH:30]/[C:31]([OH:40])([C:36]([F:39])([F:38])[F:37])[C:32]([F:35])([F:34])[F:33])=[C:25]([CH3:41])[CH:24]=3)[CH2:21][CH3:22])=[CH:16][C:15]=2[CH3:44])[CH:13]=1)C.Cl. Product: [CH2:21]([C:20]([C:17]1[CH:18]=[CH:19][C:14]([C:12]2[CH:13]=[C:8]([CH2:7][C:6]([OH:45])=[O:5])[CH:9]=[N:10][CH:11]=2)=[C:15]([CH3:44])[CH:16]=1)([C:23]1[CH:28]=[CH:27][C:26](/[CH:29]=[CH:30]/[C:31]([OH:40])([C:36]([F:37])([F:38])[F:39])[C:32]([F:34])([F:35])[F:33])=[C:25]([CH3:41])[CH:24]=1)[CH2:42][CH3:43])[CH3:22].